Dataset: Full USPTO retrosynthesis dataset with 1.9M reactions from patents (1976-2016). Task: Predict the reactants needed to synthesize the given product. (1) Given the product [CH3:21][C:22]1([CH2:26][O:14][C:13](=[O:15])[CH:12]([NH:11][C:9]([O:8][CH2:1][C:2]2[CH:3]=[CH:4][CH:5]=[CH:6][CH:7]=2)=[O:10])[CH:16]([OH:18])[CH3:17])[CH2:25][O:24][CH2:23]1, predict the reactants needed to synthesize it. The reactants are: [CH2:1]([O:8][C:9]([NH:11][CH:12]([CH:16]([OH:18])[CH3:17])[C:13]([OH:15])=[O:14])=[O:10])[C:2]1[CH:7]=[CH:6][CH:5]=[CH:4][CH:3]=1.[Cs].Br[CH2:21][C:22]1([CH3:26])[CH2:25][O:24][CH2:23]1. (2) Given the product [CH3:1][N:2]1[CH2:7][CH2:6][N:5]([C:8]2[CH:9]=[CH:10][C:11]([C:14]([OH:16])=[O:15])=[N:12][CH:13]=2)[CH2:4][CH2:3]1, predict the reactants needed to synthesize it. The reactants are: [CH3:1][N:2]1[CH2:7][CH2:6][N:5]([C:8]2[CH:9]=[CH:10][C:11]([C:14]([O:16]C)=[O:15])=[N:12][CH:13]=2)[CH2:4][CH2:3]1.CO.[OH-].[Li+]. (3) Given the product [N+:22]([C:19]1[CH:18]=[CH:17][C:16](/[CH:15]=[CH:14]/[C:13]([C:11]2[N:10]=[N:9][NH:8][CH:12]=2)=[O:25])=[CH:21][CH:20]=1)([O-:24])=[O:23], predict the reactants needed to synthesize it. The reactants are: COC1C=CC(C[N:8]2[CH:12]=[C:11]([C:13](=[O:25])/[CH:14]=[CH:15]/[C:16]3[CH:21]=[CH:20][C:19]([N+:22]([O-:24])=[O:23])=[CH:18][CH:17]=3)[N:10]=[N:9]2)=CC=1. (4) Given the product [CH2:15]([O:22][C:9]1[N:8]=[C:7]([O:22][CH2:15][C:16]2[CH:21]=[CH:20][CH:19]=[CH:18][CH:17]=2)[C:6]([C:2]([CH3:5])([CH3:4])[CH3:3])=[C:11]([Cl:12])[N:10]=1)[C:16]1[CH:21]=[CH:20][CH:19]=[CH:18][CH:17]=1, predict the reactants needed to synthesize it. The reactants are: [Na].[C:2]([C:6]1[C:7](Cl)=[N:8][C:9](Cl)=[N:10][C:11]=1[Cl:12])([CH3:5])([CH3:4])[CH3:3].[CH2:15]([OH:22])[C:16]1[CH:21]=[CH:20][CH:19]=[CH:18][CH:17]=1. (5) Given the product [NH2:8][C@@H:9]1[CH2:14][CH2:13][CH2:12][C@@H:11]([CH2:15][OH:16])[CH2:10]1, predict the reactants needed to synthesize it. The reactants are: FC(F)(F)C(O)=O.[NH2:8][C@@H:9]1[CH2:14][CH2:13][CH2:12][C@@H:11]([C:15](O)=[O:16])[CH2:10]1.Cl.N[C@H]1CC[C@H](C(O)=O)CC1. (6) Given the product [CH3:59][O:60][C:61](=[O:67])[CH:62]([NH:63][C:30](=[O:31])[CH2:29][N:21]([CH2:20][C:18](=[O:19])[NH:17][CH2:16][C:15]([C:12]1[CH:13]=[CH:14][C:9]([Br:8])=[CH:10][CH:11]=1)=[O:33])[C:22]([O:24][C:25]([CH3:27])([CH3:28])[CH3:26])=[O:23])[CH:64]([CH3:66])[CH3:65], predict the reactants needed to synthesize it. The reactants are: CN1CCOCC1.[Br:8][C:9]1[CH:14]=[CH:13][C:12]([C:15](=[O:33])[CH2:16][NH:17][C:18]([CH2:20][N:21]([CH2:29][C:30](O)=[O:31])[C:22]([O:24][C:25]([CH3:28])([CH3:27])[CH3:26])=[O:23])=[O:19])=[CH:11][CH:10]=1.CN(C(ON1N=NC2C=CC=NC1=2)=[N+](C)C)C.F[P-](F)(F)(F)(F)F.Cl.[CH3:59][O:60][C:61](=[O:67])[C@@H:62]([CH:64]([CH3:66])[CH3:65])[NH2:63]. (7) Given the product [NH2:41][CH2:42][CH2:43][CH2:44][C:45]([NH:46][C:47]1[CH:48]=[C:49]2[C:54](=[CH:55][CH:56]=1)[N:53]=[CH:52][N:51]=[C:50]2[NH:57][C:58]1[CH:63]=[CH:62][C:61]([F:64])=[C:60]([Cl:65])[CH:59]=1)=[O:66], predict the reactants needed to synthesize it. The reactants are: NCCCC(NC1C=C2C(=CC=1)N=CN=C2NC1C=CC(OCC2C=CC=C(F)C=2)=C(Cl)C=1)=O.C(OC(=O)[NH:41][CH2:42][CH2:43][CH2:44][C:45](=[O:66])[NH:46][C:47]1[CH:48]=[C:49]2[C:54](=[CH:55][CH:56]=1)[N:53]=[CH:52][N:51]=[C:50]2[NH:57][C:58]1[CH:63]=[CH:62][C:61]([F:64])=[C:60]([Cl:65])[CH:59]=1)(C)(C)C.